This data is from Catalyst prediction with 721,799 reactions and 888 catalyst types from USPTO. The task is: Predict which catalyst facilitates the given reaction. Reactant: [Cl:1][C:2]1[CH:7]=[CH:6][CH:5]=[C:4]([CH2:8][CH2:9]O)[C:3]=1[OH:11].C1(P(C2C=CC=CC=2)C2C=CC=CC=2)C=CC=CC=1. Product: [Cl:1][C:2]1[C:3]2[O:11][CH2:9][CH2:8][C:4]=2[CH:5]=[CH:6][CH:7]=1. The catalyst class is: 1.